The task is: Predict the product of the given reaction.. This data is from Forward reaction prediction with 1.9M reactions from USPTO patents (1976-2016). (1) Given the reactants [F:1][C:2]([F:24])([F:23])[C:3]1[N:8]=[C:7]2[N:9]([CH2:15][C:16]3[CH:21]=[CH:20][CH:19]=[C:18]([F:22])[CH:17]=3)[C:10]([C:12]([OH:14])=O)=[CH:11][C:6]2=[CH:5][CH:4]=1.[NH2:25][C:26]1[CH:27]=[N:28][C:29]([Cl:32])=[CH:30][CH:31]=1, predict the reaction product. The product is: [Cl:32][C:29]1[N:28]=[CH:27][C:26]([NH:25][C:12]([C:10]2[N:9]([CH2:15][C:16]3[CH:21]=[CH:20][CH:19]=[C:18]([F:22])[CH:17]=3)[C:7]3=[N:8][C:3]([C:2]([F:24])([F:23])[F:1])=[CH:4][CH:5]=[C:6]3[CH:11]=2)=[O:14])=[CH:31][CH:30]=1. (2) Given the reactants C([O:8][C:9]1[CH:10]=[C:11]([C:15]2[CH:20]=[CH:19][C:18]([CH2:21][NH:22][C:23](=[O:29])[O:24][C:25]([CH3:28])([CH3:27])[CH3:26])=[CH:17][CH:16]=2)[CH:12]=[CH:13][CH:14]=1)C1C=CC=CC=1, predict the reaction product. The product is: [OH:8][C:9]1[CH:10]=[C:11]([C:15]2[CH:20]=[CH:19][C:18]([CH2:21][NH:22][C:23](=[O:29])[O:24][C:25]([CH3:27])([CH3:26])[CH3:28])=[CH:17][CH:16]=2)[CH:12]=[CH:13][CH:14]=1. (3) The product is: [CH3:22][O:21][C:16]1[CH:15]=[C:14]([O:23][CH3:24])[CH:13]=[C:12]2[C:17]=1[C:18](=[O:20])[NH:19][C:10]([C:3]1[CH:4]=[CH:5][C:6]([O:8][CH3:9])=[CH:7][C:2]=1[S:32][CH:29]1[CH2:30][CH2:31][N:26]([CH3:25])[CH2:27][CH2:28]1)=[N:11]2. Given the reactants F[C:2]1[CH:7]=[C:6]([O:8][CH3:9])[CH:5]=[CH:4][C:3]=1[C:10]1[NH:19][C:18](=[O:20])[C:17]2[C:12](=[CH:13][C:14]([O:23][CH3:24])=[CH:15][C:16]=2[O:21][CH3:22])[N:11]=1.[CH3:25][N:26]1[CH2:31][CH2:30][CH:29]([SH:32])[CH2:28][CH2:27]1.C([O-])([O-])=O.[K+].[K+].CS(C)=O, predict the reaction product.